Dataset: Full USPTO retrosynthesis dataset with 1.9M reactions from patents (1976-2016). Task: Predict the reactants needed to synthesize the given product. (1) Given the product [NH2:6][CH2:5][CH2:4][CH2:3][C:8]([C@@H:10]1[CH2:15][CH2:14][CH2:13][N:12]([C:16]([O:18][C:19]([CH3:20])([CH3:21])[CH3:22])=[O:17])[CH2:11]1)([C:4]1[CH:5]=[N:6][CH:7]=[C:2]([Cl:1])[C:3]=1[C:23]1[CH:28]=[CH:27][CH:26]=[C:25]([CH:29]([CH3:31])[CH3:30])[CH:24]=1)[OH:9], predict the reactants needed to synthesize it. The reactants are: [Cl:1][C:2]1[C:3]([C:23]2[CH:28]=[CH:27][CH:26]=[C:25]([CH:29]([CH3:31])[CH3:30])[CH:24]=2)=[C:4]([C:8]([C@@H:10]2[CH2:15][CH2:14][CH2:13][N:12]([C:16]([O:18][C:19]([CH3:22])([CH3:21])[CH3:20])=[O:17])[CH2:11]2)=[O:9])[CH:5]=[N:6][CH:7]=1. (2) Given the product [Br:1][C:7]1[S:8][C:4]([C:3]([F:11])([F:10])[F:2])=[N:5][N:6]=1, predict the reactants needed to synthesize it. The reactants are: [BrH:1].[F:2][C:3]([F:11])([F:10])[C:4]1[S:8][C:7](N)=[N:6][N:5]=1.BrBr.N([O-])=O.[Na+].[OH-].[Na+]. (3) Given the product [N:15]1[C:16]2[C:11](=[CH:10][C:9]([CH2:8][CH:5]3[CH2:6][CH2:7][N:2]([CH2:29][C:30]4[S:34][C:33]([NH:35][C:36](=[O:38])[CH3:37])=[N:32][CH:31]=4)[CH2:3][CH2:4]3)=[CH:18][CH:17]=2)[N:12]=[CH:13][CH:14]=1, predict the reactants needed to synthesize it. The reactants are: Cl.[NH:2]1[CH2:7][CH2:6][CH:5]([CH2:8][C:9]2[CH:10]=[C:11]3[C:16](=[CH:17][CH:18]=2)[N:15]=[CH:14][CH:13]=[N:12]3)[CH2:4][CH2:3]1.CCN(C(C)C)C(C)C.Cl[CH2:29][C:30]1[S:34][C:33]([NH:35][C:36](=[O:38])[CH3:37])=[N:32][CH:31]=1. (4) The reactants are: COC(=O)C1C=C(O)C=C(OCC=C)C=1.C(=O)([O-])[O-].[K+].[K+].[Cl:22][C:23]1[CH:30]=[CH:29][CH:28]=[CH:27][C:24]=1[CH2:25]Br.[CH3:31][O:32][C:33](=[O:47])[C:34]1[CH:39]=[C:38]([O:40][CH2:41][CH:42]=[C:43]([CH3:45])[CH3:44])[CH:37]=[C:36]([OH:46])[CH:35]=1. Given the product [CH3:31][O:32][C:33](=[O:47])[C:34]1[CH:39]=[C:38]([O:40][CH2:41][CH:42]=[C:43]([CH3:44])[CH3:45])[CH:37]=[C:36]([O:46][CH2:25][C:24]2[CH:27]=[CH:28][CH:29]=[CH:30][C:23]=2[Cl:22])[CH:35]=1, predict the reactants needed to synthesize it. (5) The reactants are: C[C:2]1[C:3]([O:13][CH3:14])=[C:4]([CH2:11]Br)[C:5]([CH2:9]Br)=[C:6]([Br:8])[CH:7]=1.BrC1C=CC(OC)=C(C)C=1C.[CH2:26]([NH2:33])[C:27]1[CH:32]=[CH:31][CH:30]=[CH:29][CH:28]=1. Given the product [CH2:26]([N:33]1[CH2:9][C:5]2[C:4](=[C:3]([O:13][CH3:14])[CH:2]=[CH:7][C:6]=2[Br:8])[CH2:11]1)[C:27]1[CH:32]=[CH:31][CH:30]=[CH:29][CH:28]=1, predict the reactants needed to synthesize it. (6) Given the product [CH3:1][O:2][CH2:3][C@@H:4]([NH:16][C:17]([C:19]1[CH:20]=[N:21][N:22]2[CH:27]=[C:26]([CH3:28])[CH:25]=[N:24][C:23]=12)=[O:18])[C:5]1[CH:6]=[CH:7][C:8]([O:11][C:12]([F:15])([F:13])[F:14])=[CH:9][CH:10]=1, predict the reactants needed to synthesize it. The reactants are: [CH3:1][O:2][CH2:3][CH:4]([NH:16][C:17]([C:19]1[CH:20]=[N:21][N:22]2[CH:27]=[C:26]([CH3:28])[CH:25]=[N:24][C:23]=12)=[O:18])[C:5]1[CH:10]=[CH:9][C:8]([O:11][C:12]([F:15])([F:14])[F:13])=[CH:7][CH:6]=1. (7) Given the product [Br:1][C:2]1[CH:3]=[CH:4][C:5]([C:8]2[O:12][N:11]=[C:10]([CH3:13])[C:9]=2[N:14]([CH3:26])[CH:15]([CH3:24])[CH2:16][CH2:17][C:18]2[CH:19]=[CH:20][CH:21]=[CH:22][CH:23]=2)=[CH:6][CH:7]=1, predict the reactants needed to synthesize it. The reactants are: [Br:1][C:2]1[CH:7]=[CH:6][C:5]([C:8]2[O:12][N:11]=[C:10]([CH3:13])[C:9]=2[NH:14][CH:15]([CH3:24])[CH2:16][CH2:17][C:18]2[CH:23]=[CH:22][CH:21]=[CH:20][CH:19]=2)=[CH:4][CH:3]=1.I[CH3:26].